Dataset: Full USPTO retrosynthesis dataset with 1.9M reactions from patents (1976-2016). Task: Predict the reactants needed to synthesize the given product. (1) Given the product [Br:1][C:2]1[CH:7]=[CH:6][C:5]([S:8]([NH:19][C@H:20]([CH3:23])[CH2:21][OH:22])(=[O:10])=[O:9])=[CH:4][CH:3]=1, predict the reactants needed to synthesize it. The reactants are: [Br:1][C:2]1[CH:7]=[CH:6][C:5]([S:8](Cl)(=[O:10])=[O:9])=[CH:4][CH:3]=1.C(N(CC)CC)C.[NH2:19][C@@H:20]([CH3:23])[CH2:21][OH:22]. (2) Given the product [F:29][C:26]1[CH:27]=[C:28]2[C:23]([C:22]([CH3:30])=[CH:21][N:20]2[S:17]([C:15]2[CH:14]=[CH:13][C:12]([O:31][CH3:32])=[C:11]([N:8]3[CH2:7][CH2:6][NH:5][CH2:10][CH2:9]3)[CH:16]=2)(=[O:19])=[O:18])=[CH:24][CH:25]=1, predict the reactants needed to synthesize it. The reactants are: ClC(Cl)(Cl)C([N:5]1[CH2:10][CH2:9][N:8]([C:11]2[CH:16]=[C:15]([S:17]([N:20]3[C:28]4[C:23](=[CH:24][CH:25]=[C:26]([F:29])[CH:27]=4)[C:22]([CH3:30])=[CH:21]3)(=[O:19])=[O:18])[CH:14]=[CH:13][C:12]=2[O:31][CH3:32])[CH2:7][CH2:6]1)=O.[OH-].[K+]. (3) Given the product [CH3:14][S:11]([C:10]1[C:9]([S:11]([CH3:10])(=[O:13])=[O:12])=[CH:5][C:17]([C:16]([O:20][CH3:21])=[O:18])=[C:3]([CH3:4])[CH:2]=1)(=[O:13])=[O:12], predict the reactants needed to synthesize it. The reactants are: Cl[C:2]1[C:10]([S:11]([CH3:14])(=[O:13])=[O:12])=[CH:9][C:5](C(O)=O)=[C:4](C)[CH:3]=1.[C:16](OC)([O:20][CH3:21])([O:18]C)[CH3:17].C1(C)C=CC=CC=1. (4) Given the product [N:19]1[C:18]2[NH:23][CH:24]=[CH:25][C:17]=2[C:16]([NH:15][C@@H:10]2[CH2:11][C@@H:12]([F:14])[CH2:13][N:8]([C:1](=[O:65])[CH:2]=[CH2:3])[CH2:9]2)=[N:21][CH:20]=1, predict the reactants needed to synthesize it. The reactants are: [CH2:1]([N:8]1[CH2:13][C@H:12]([F:14])[CH2:11][C@@H:10]([NH:15][C:16]2[C:17]3[CH:25]=[CH:24][NH:23][C:18]=3[N:19]=[C:20](Cl)[N:21]=2)[CH2:9]1)[C:2]1C=CC=C[CH:3]=1.C(N1C[C@H](F)C[C@@H](N)C1)C1C=CC=CC=1.CCN(C(C)C)C(C)C.ClC1N=C(Cl)C2C=CNC=2N=1.CCCC[OH:65]. (5) Given the product [NH2:12][CH2:11][C:8]1[CH:7]=[CH:6][C:5]([CH2:4][CH2:3][C:2]([CH3:14])([CH3:13])[CH3:1])=[CH:10][N:9]=1, predict the reactants needed to synthesize it. The reactants are: [CH3:1][C:2]([CH3:14])([CH3:13])[C:3]#[C:4][C:5]1[CH:6]=[CH:7][C:8]([C:11]#[N:12])=[N:9][CH:10]=1. (6) Given the product [O:26]=[C:14]1[CH2:15][NH:16][CH2:17][CH2:18][N:13]1[C@H:8]1[CH2:7][CH2:6][C:5]2[CH:4]=[C:3]([C:1]#[N:2])[CH:12]=[CH:11][C:10]=2[CH2:9]1, predict the reactants needed to synthesize it. The reactants are: [C:1]([C:3]1[CH:4]=[C:5]2[C:10](=[CH:11][CH:12]=1)[CH2:9][CH:8]([N:13]1[CH2:18][CH2:17][N:16](C(OC(C)(C)C)=O)[CH2:15][C:14]1=[O:26])[CH2:7][CH2:6]2)#[N:2].C(O)C. (7) Given the product [Br:1][C:2]1[CH:7]=[C:6]([C:8](=[O:10])[CH3:9])[C:5]([F:11])=[CH:4][N:3]=1, predict the reactants needed to synthesize it. The reactants are: [Br:1][C:2]1[CH:7]=[C:6]([CH:8]([OH:10])[CH3:9])[C:5]([F:11])=[CH:4][N:3]=1.I(C1C=CC=CC=1C(O)=O)(=O)=O. (8) Given the product [F:14][C:5]1[C:6]([O:12][CH3:13])=[CH:7][C:8]([O:10][CH3:11])=[CH:9][C:4]=1[C:3]([OH:15])=[O:2], predict the reactants needed to synthesize it. The reactants are: C[O:2][C:3](=[O:15])[C:4]1[CH:9]=[C:8]([O:10][CH3:11])[CH:7]=[C:6]([O:12][CH3:13])[C:5]=1[F:14].[OH-].[Na+]. (9) Given the product [BrH:35].[F:34][C:3]([F:2])([F:33])[O:4][C:5]1[CH:10]=[CH:9][CH:8]=[CH:7][C:6]=1[CH2:11][CH2:12][NH:13][CH2:14][CH2:15][CH2:16][CH2:17][C:18]([C:20]1[CH:21]=[C:22]([S:29]([NH2:32])(=[O:30])=[O:31])[C:23]2[O:27][CH2:26][CH2:25][C:24]=2[CH:28]=1)=[O:19], predict the reactants needed to synthesize it. The reactants are: Cl.[F:2][C:3]([F:34])([F:33])[O:4][C:5]1[CH:10]=[CH:9][CH:8]=[CH:7][C:6]=1[CH2:11][CH2:12][NH:13][CH2:14][CH2:15][CH2:16][CH2:17][C:18]([C:20]1[CH:21]=[C:22]([S:29]([NH2:32])(=[O:31])=[O:30])[C:23]2[O:27][CH2:26][CH2:25][C:24]=2[CH:28]=1)=[O:19].[BrH:35]. (10) Given the product [C:13]1(/[CH:12]=[CH:11]/[C:8]2[N:9]=[CH:10][C:5]3[CH2:4][CH2:3][CH2:2][O:19][C:6]=3[N:7]=2)[CH:14]=[CH:15][CH:16]=[CH:17][CH:18]=1, predict the reactants needed to synthesize it. The reactants are: O[CH2:2][CH2:3][CH2:4][C:5]1[C:6](=[O:19])[N:7]=[C:8](/[CH:11]=[CH:12]/[C:13]2[CH:18]=[CH:17][CH:16]=[CH:15][CH:14]=2)[NH:9][CH:10]=1.C1(P(C2C=CC=CC=2)C2C=CC=CC=2)C=CC=CC=1.N(C(OCC)=O)=NC(OCC)=O.